This data is from Forward reaction prediction with 1.9M reactions from USPTO patents (1976-2016). The task is: Predict the product of the given reaction. (1) Given the reactants [CH2:1]([O:4][C:5]1[CH:10]=[C:9]([N+:11]([O-])=O)[CH:8]=[CH:7][C:6]=1[N:14]1[CH:18]=[C:17]([Cl:19])[N:16]=[CH:15]1)[CH:2]=[CH2:3].CO.[Cl-].[NH4+], predict the reaction product. The product is: [Cl:19][C:17]1[N:16]=[CH:15][N:14]([C:6]2[CH:7]=[CH:8][C:9]([NH2:11])=[CH:10][C:5]=2[O:4][CH2:1][CH:2]=[CH2:3])[CH:18]=1. (2) Given the reactants [Br:1][C:2]1[CH:3]=[C:4]([S:9]([NH:12][C:13]2[CH:14]=[N:15][CH:16]=[C:17]([Cl:20])[C:18]=2[OH:19])(=[O:11])=[O:10])[CH:5]=[N:6][C:7]=1Cl.BrC1C=C(S(Cl)(=O)=O)C=NC=1.BrC1C=C(S(Cl)(=O)=O)C=NC=1Cl, predict the reaction product. The product is: [Br:1][C:2]1[CH:3]=[C:4]([S:9]([NH:12][C:13]2[CH:14]=[N:15][CH:16]=[C:17]([Cl:20])[C:18]=2[OH:19])(=[O:11])=[O:10])[CH:5]=[N:6][CH:7]=1. (3) Given the reactants [Cl:1][C:2]1[CH:7]=[C:6]([O:8][CH3:9])[C:5]([O:10][CH2:11][C:12]2[C:17]([O:18][CH3:19])=[CH:16][CH:15]=[C:14]([F:20])[C:13]=2[F:21])=[CH:4][C:3]=1[N:22]1[C:30](=[O:31])[NH:29][C:28]2[C:23]1=[N:24][C:25]([CH:34](C(OCC)=O)[C:35]([O:37]CC)=[O:36])=[N:26][C:27]=2[O:32][CH3:33].O.[OH-].[Li+].O1CCCC1.Cl, predict the reaction product. The product is: [C:35]([CH2:34][C:25]1[N:24]=[C:23]2[C:28]([NH:29][C:30](=[O:31])[N:22]2[C:3]2[CH:4]=[C:5]([O:10][CH2:11][C:12]3[C:17]([O:18][CH3:19])=[CH:16][CH:15]=[C:14]([F:20])[C:13]=3[F:21])[C:6]([O:8][CH3:9])=[CH:7][C:2]=2[Cl:1])=[C:27]([O:32][CH3:33])[N:26]=1)([OH:37])=[O:36]. (4) Given the reactants C(OC(=O)[NH:7][CH2:8][CH2:9][N:10]1[CH2:17][CH:16]2[O:18][CH:12]([CH2:13][N:14]([CH2:19][CH2:20][CH2:21][O:22][C:23]3[CH:28]=[CH:27][C:26]([C:29]#[N:30])=[CH:25][CH:24]=3)[CH2:15]2)[CH2:11]1)(C)(C)C.[ClH:32], predict the reaction product. The product is: [ClH:32].[NH2:7][CH2:8][CH2:9][N:10]1[CH2:11][CH:12]2[O:18][CH:16]([CH2:15][N:14]([CH2:19][CH2:20][CH2:21][O:22][C:23]3[CH:24]=[CH:25][C:26]([C:29]#[N:30])=[CH:27][CH:28]=3)[CH2:13]2)[CH2:17]1. (5) Given the reactants [C:1]([N:4]1[CH2:7][C:6]2([CH2:16][C:15](=[O:17])[C:14]3[C:9](=[CH:10][CH:11]=[C:12](/[CH:18]=[CH:19]/[C:20](O)=[O:21])[CH:13]=3)[O:8]2)[CH2:5]1)(=[O:3])[CH3:2].C(Cl)CCl.C1C=CC2N(O)N=NC=2C=1.[NH2:37][O:38][CH:39]1[CH2:44][CH2:43][CH2:42][CH2:41][O:40]1, predict the reaction product. The product is: [C:1]([N:4]1[CH2:7][C:6]2([CH2:16][C:15](=[O:17])[C:14]3[C:9](=[CH:10][CH:11]=[C:12](/[CH:18]=[CH:19]/[C:20]([NH:37][O:38][CH:39]4[CH2:44][CH2:43][CH2:42][CH2:41][O:40]4)=[O:21])[CH:13]=3)[O:8]2)[CH2:5]1)(=[O:3])[CH3:2]. (6) Given the reactants [Br:1][C:2]1[CH:3]=[C:4]([C:9]([C:13]2[N:14]([CH2:18][CH3:19])[N:15]=[CH:16][CH:17]=2)=[CH:10]OC)[C:5]([NH2:8])=[N:6][CH:7]=1.Cl, predict the reaction product. The product is: [Br:1][C:2]1[CH:3]=[C:4]2[C:9]([C:13]3[N:14]([CH2:18][CH3:19])[N:15]=[CH:16][CH:17]=3)=[CH:10][NH:8][C:5]2=[N:6][CH:7]=1. (7) Given the reactants C1(P(CCCC)C2C=CC=CC=2)C=CC=CC=1.[NH2:18][C:19]1[N:20]=[CH:21][C:22]([C:26]([O:28][CH3:29])=[O:27])=[N:23][C:24]=1Br.[CH2:30]([O:37][C:38]1[CH:39]=[C:40](B(O)O)[CH:41]=[CH:42][C:43]=1[Cl:44])[C:31]1[CH:36]=[CH:35][CH:34]=[CH:33][CH:32]=1.C(=O)([O-])[O-].[Na+].[Na+], predict the reaction product. The product is: [NH2:18][C:19]1[N:20]=[CH:21][C:22]([C:26]([O:28][CH3:29])=[O:27])=[N:23][C:24]=1[C:40]1[CH:41]=[CH:42][C:43]([Cl:44])=[C:38]([O:37][CH2:30][C:31]2[CH:36]=[CH:35][CH:34]=[CH:33][CH:32]=2)[CH:39]=1. (8) Given the reactants [CH2:1]([NH2:3])[CH3:2].[Si:4]([O:11][CH2:12][C@@H:13]1[CH2:17][C@@H:16](OS(C)(=O)=O)[CH2:15][N:14]1[C:23]([O:25][C:26]([CH3:29])([CH3:28])[CH3:27])=[O:24])([C:7]([CH3:10])([CH3:9])[CH3:8])([CH3:6])[CH3:5], predict the reaction product. The product is: [Si:4]([O:11][CH2:12][C@@H:13]1[CH2:17][C@H:16]([NH:3][CH2:1][CH3:2])[CH2:15][N:14]1[C:23]([O:25][C:26]([CH3:29])([CH3:28])[CH3:27])=[O:24])([C:7]([CH3:10])([CH3:9])[CH3:8])([CH3:6])[CH3:5].